From a dataset of Reaction yield outcomes from USPTO patents with 853,638 reactions. Predict the reaction yield, written as a fraction of the theoretical maximum amount of product (1.0 means a 100% yield; for example, 0.34 means a 34% yield). (1) The reactants are [Cl:1][C:2]1[N:7]=[C:6](/[CH:8]=[C:9](/[C:11]2[CH:12]=[C:13]([NH:17][S:18]([C:21]3[C:26]([F:27])=[CH:25][CH:24]=[CH:23][C:22]=3[F:28])(=[O:20])=[O:19])[CH:14]=[CH:15][CH:16]=2)\O)[CH:5]=[CH:4][N:3]=1.C1C(=O)N(Br)C(=O)C1.[NH2:37][C:38]([NH2:40])=[S:39]. The catalyst is CC(N(C)C)=O. The product is [NH2:40][C:38]1[S:39][C:8]([C:6]2[CH:5]=[CH:4][N:3]=[C:2]([Cl:1])[N:7]=2)=[C:9]([C:11]2[CH:12]=[C:13]([NH:17][S:18]([C:21]3[C:26]([F:27])=[CH:25][CH:24]=[CH:23][C:22]=3[F:28])(=[O:20])=[O:19])[CH:14]=[CH:15][CH:16]=2)[N:37]=1. The yield is 0.675. (2) The reactants are C(O[CH:4](O)[C:5]([C:7]1[CH:8]=[C:9]([NH:13][S:14]([C:17]2[CH:22]=[CH:21][CH:20]=[CH:19][CH:18]=2)(=[O:16])=[O:15])[CH:10]=[CH:11][CH:12]=1)=[O:6])C.Cl.Cl.[Cl:26][C:27]1[C:41]([Cl:42])=[CH:40][C:30]2[N:31]([CH2:34][CH2:35][C:36]([NH2:39])([CH3:38])[CH3:37])[CH:32]=[N:33][C:29]=2[CH:28]=1.[BH4-].[Na+].[F:45][C:46]([F:51])([F:50])[C:47]([OH:49])=[O:48]. The catalyst is C(O)C.C(N(CC)CC)C. The product is [F:45][C:46]([F:51])([F:50])[C:47]([OH:49])=[O:48].[Cl:26][C:27]1[C:41]([Cl:42])=[CH:40][C:30]2[N:31]([CH2:34][CH2:35][C:36]([NH:39][CH2:4][CH:5]([C:7]3[CH:8]=[C:9]([NH:13][S:14]([C:17]4[CH:18]=[CH:19][CH:20]=[CH:21][CH:22]=4)(=[O:15])=[O:16])[CH:10]=[CH:11][CH:12]=3)[OH:6])([CH3:38])[CH3:37])[CH:32]=[N:33][C:29]=2[CH:28]=1. The yield is 0.340. (3) The reactants are Br[C:2]1[C:3]2[N:4]([CH:8]=[C:9]([C:11]3[CH:16]=[CH:15][C:14]([CH2:17][C@H:18]([NH:22][C:23](=[O:36])[C:24]4[CH:29]=[CH:28][C:27]([O:30][CH:31]([CH3:33])[CH3:32])=[C:26]([C:34]#[N:35])[CH:25]=4)[CH2:19][CH2:20][OH:21])=[CH:13][CH:12]=3)[N:10]=2)[CH:5]=[CH:6][CH:7]=1.[CH3:37][C:38]1[C:42](B(O)O)=[C:41]([CH3:46])[O:40][N:39]=1.C([O-])([O-])=O.[K+].[K+]. The catalyst is CN(C=O)C. The product is [C:34]([C:26]1[CH:25]=[C:24]([CH:29]=[CH:28][C:27]=1[O:30][CH:31]([CH3:32])[CH3:33])[C:23]([NH:22][C@@H:18]([CH2:17][C:14]1[CH:15]=[CH:16][C:11]([C:9]2[N:10]=[C:3]3[C:2]([C:42]4[C:38]([CH3:37])=[N:39][O:40][C:41]=4[CH3:46])=[CH:7][CH:6]=[CH:5][N:4]3[CH:8]=2)=[CH:12][CH:13]=1)[CH2:19][CH2:20][OH:21])=[O:36])#[N:35]. The yield is 0.220. (4) The reactants are [O:1]1[C:5]2[CH:6]=[CH:7][CH:8]=[CH:9][C:4]=2[C:3]([CH2:10][OH:11])=[CH:2]1.Cl[C:13]1[N:14]=[C:15]([OH:23])[C:16]2[CH:22]=[CH:21][N:20]=[CH:19][C:17]=2[N:18]=1. No catalyst specified. The product is [O:1]1[C:5]2[CH:6]=[CH:7][CH:8]=[CH:9][C:4]=2[C:3]([CH2:10][O:11][C:13]2[N:14]=[C:15]([OH:23])[C:16]3[CH:22]=[CH:21][N:20]=[CH:19][C:17]=3[N:18]=2)=[CH:2]1. The yield is 0.0700. (5) The reactants are FC(F)(F)S(O[C:7]1[C:31]([N:32]([CH3:34])[CH3:33])=[CH:30][C:10]2[C@@H:11]([C:24]3[CH:29]=[CH:28][CH:27]=[CH:26][CH:25]=3)[NH:12][C@@:13]([CH2:20][CH2:21][CH2:22][CH3:23])([CH2:18][CH3:19])[CH2:14][S:15](=[O:17])(=[O:16])[C:9]=2[CH:8]=1)(=O)=O.[C:37]([Zn]C#N)#[N:38].N#N. The catalyst is CN(C=O)C.C1C=CC(/C=C/C(/C=C/C2C=CC=CC=2)=O)=CC=1.C1C=CC(/C=C/C(/C=C/C2C=CC=CC=2)=O)=CC=1.C1C=CC(/C=C/C(/C=C/C2C=CC=CC=2)=O)=CC=1.[Pd].[Pd].C1C=CC(P(C2C=CC=CC=2)[C-]2C=CC=C2)=CC=1.C1C=CC(P(C2C=CC=CC=2)[C-]2C=CC=C2)=CC=1.[Fe+2]. The product is [CH2:20]([C@@:13]1([CH2:18][CH3:19])[NH:12][C@H:11]([C:24]2[CH:29]=[CH:28][CH:27]=[CH:26][CH:25]=2)[C:10]2[CH:30]=[C:31]([N:32]([CH3:33])[CH3:34])[C:7]([C:37]#[N:38])=[CH:8][C:9]=2[S:15](=[O:17])(=[O:16])[CH2:14]1)[CH2:21][CH2:22][CH3:23]. The yield is 0.309. (6) The reactants are C[O:2][C:3]([C:5]1[C:13]2[N:12]=[C:11]([C:14]3[CH:19]=[CH:18][CH:17]=[CH:16][C:15]=3[C:20]([F:23])([F:22])[F:21])[NH:10][C:9]=2[CH:8]=[C:7]([N:24]2[CH2:29][CH2:28][O:27][CH2:26][CH2:25]2)[CH:6]=1)=[O:4].Cl. The catalyst is [OH-].[Na+]. The product is [N:24]1([C:7]2[CH:6]=[C:5]([C:3]([OH:4])=[O:2])[C:13]3[N:12]=[C:11]([C:14]4[CH:19]=[CH:18][CH:17]=[CH:16][C:15]=4[C:20]([F:21])([F:23])[F:22])[NH:10][C:9]=3[CH:8]=2)[CH2:25][CH2:26][O:27][CH2:28][CH2:29]1. The yield is 0.930.